The task is: Predict the reactants needed to synthesize the given product.. This data is from Full USPTO retrosynthesis dataset with 1.9M reactions from patents (1976-2016). (1) Given the product [CH3:1][NH:2][C:3]1[S:4][C:5]2[CH:11]=[CH:10][C:9]([NH:12][CH2:13][C:15]3[CH:23]=[CH:22][C:18]([C:19]([OH:21])=[O:20])=[CH:17][CH:16]=3)=[CH:8][C:6]=2[N:7]=1, predict the reactants needed to synthesize it. The reactants are: [CH3:1][NH:2][C:3]1[S:4][C:5]2[CH:11]=[CH:10][C:9]([NH2:12])=[CH:8][C:6]=2[N:7]=1.[CH:13]([C:15]1[CH:23]=[CH:22][C:18]([C:19]([OH:21])=[O:20])=[CH:17][CH:16]=1)=O.[Sn](CCCC)(CCCC)(Cl)Cl.C1([SiH3])C=CC=CC=1. (2) Given the product [OH:1][C@H:2]1[CH2:7][CH2:6][C@H:5]2[C@H:8]3[C@H:18]([CH2:19][CH2:20][C@:3]12[CH3:4])[C@:16]1([CH3:17])[C:11](=[CH:12][C:13](=[O:21])[CH:14]=[CH:15]1)[C:10](=[CH2:22])[CH2:9]3, predict the reactants needed to synthesize it. The reactants are: [OH:1][C@H:2]1[CH2:7][CH2:6][C@H:5]2[C@H:8]3[C@H:18]([CH2:19][CH2:20][C@:3]12[CH3:4])[C@:16]1([CH3:17])[C:11](=[CH:12][C:13](=[O:21])[CH2:14][CH2:15]1)[C:10](=[CH2:22])[CH2:9]3.ClC1C(=O)C(C#N)=C(C#N)C(=O)C=1Cl.C(O)(=O)C1C=CC=CC=1.